This data is from Reaction yield outcomes from USPTO patents with 853,638 reactions. The task is: Predict the reaction yield, written as a fraction of the theoretical maximum amount of product (1.0 means a 100% yield; for example, 0.34 means a 34% yield). (1) The reactants are [CH3:1][O:2][C:3]1[CH:10]=[C:9]([C:11]2[C:19]3[C:14](=[N:15][CH:16]=[CH:17][CH:18]=3)[NH:13][CH:12]=2)[CH:8]=[CH:7][C:4]=1[C:5]#[N:6].C(=O)([O-])[O-:21].[K+].[K+].OO. The catalyst is CS(C)=O.O. The product is [CH3:1][O:2][C:3]1[CH:10]=[C:9]([C:11]2[C:19]3[C:14](=[N:15][CH:16]=[CH:17][CH:18]=3)[NH:13][CH:12]=2)[CH:8]=[CH:7][C:4]=1[C:5]([NH2:6])=[O:21]. The yield is 0.930. (2) The reactants are Cl[C:2]1[C:3]2[N:4]([CH:10]=[CH:11][CH:12]=2)[N:5]=[CH:6][C:7]=1[C:8]#[N:9].Cl.[O:14]1[CH2:19][CH2:18][CH2:17][CH:16]([NH2:20])[CH2:15]1.CCN(C(C)C)C(C)C. The catalyst is CN(C=O)C. The product is [O:14]1[CH2:19][CH2:18][CH2:17][CH:16]([NH:20][C:2]2[C:3]3[N:4]([CH:10]=[CH:11][CH:12]=3)[N:5]=[CH:6][C:7]=2[C:8]#[N:9])[CH2:15]1. The yield is 0.920. (3) The reactants are Br[C:2]1[CH:3]=[C:4]2[CH2:10][C@:9]3([CH:15]4[CH2:16][CH2:17][N:12]([CH2:13][CH2:14]4)[CH2:11]3)[O:8][C:5]2=[N:6][CH:7]=1.[CH:18]([C:20]1[CH:25]=[CH:24][N:23]=[CH:22][CH:21]=1)=[CH2:19].C1(C)C=CC=CC=1P(C1C=CC=CC=1C)C1C=CC=CC=1C.C(N(CC)CC)C. The catalyst is C(#N)C.C([O-])(=O)C.[Pd+2].C([O-])(=O)C. The product is [N:23]1[CH:24]=[CH:25][C:20]([CH:18]=[CH:19][C:2]2[CH:3]=[C:4]3[CH2:10][C@:9]4([CH:15]5[CH2:16][CH2:17][N:12]([CH2:13][CH2:14]5)[CH2:11]4)[O:8][C:5]3=[N:6][CH:7]=2)=[CH:21][CH:22]=1. The yield is 0.720. (4) The reactants are [Cl:1][C:2]1[C:3]([CH:8]([CH3:11])[CH:9]=O)=[N:4][CH:5]=[CH:6][CH:7]=1.[OH-].[K+].[CH:14]([C:16]([CH3:18])=[O:17])=[CH2:15]. The catalyst is C(OCC)C. The product is [Cl:1][C:2]1[C:3]([C:8]2([CH3:11])[CH2:15][CH2:14][C:16](=[O:17])[CH:18]=[CH:9]2)=[N:4][CH:5]=[CH:6][CH:7]=1. The yield is 0.220. (5) The reactants are [CH3:1][C:2]1([CH3:19])[CH2:6][C:5]2[CH:7]=[C:8]([N:14]3[CH:18]=[N:17][N:16]=[N:15]3)[CH:9]=[C:10]([C:11](O)=[O:12])[C:4]=2[O:3]1.CN1CCOCC1.C(OC(Cl)=O)C(C)C.[BH4-].[Na+]. The catalyst is O.O1CCCC1. The product is [CH3:1][C:2]1([CH3:19])[CH2:6][C:5]2[CH:7]=[C:8]([N:14]3[CH:18]=[N:17][N:16]=[N:15]3)[CH:9]=[C:10]([CH2:11][OH:12])[C:4]=2[O:3]1. The yield is 0.610. (6) The reactants are [NH2:1][C:2]1[C:11]2[C:6](=[CH:7][CH:8]=[CH:9][CH:10]=2)[C:5]([C:12]#[N:13])=[CH:4][CH:3]=1.[CH:14](N(CC)C(C)C)(C)[CH3:15].[C:23]1([CH3:29])[CH:28]=[CH:27][CH:26]=[CH:25][CH:24]=1. The catalyst is O. The product is [CH2:27]1[C:26]2([CH2:25][CH2:24][N:1]([C:2]3[C:11]4[C:6](=[CH:7][CH:8]=[CH:9][CH:10]=4)[C:5]([C:12]#[N:13])=[CH:4][CH:3]=3)[CH2:15][CH2:14]2)[CH2:29][CH2:23][CH2:28]1. The yield is 0.0500.